This data is from Full USPTO retrosynthesis dataset with 1.9M reactions from patents (1976-2016). The task is: Predict the reactants needed to synthesize the given product. (1) Given the product [CH3:7][Si:8]([CH3:15])([CH3:14])[O:9][CH2:10][CH2:11][CH2:12][C:1]1[CH2:5][CH:4]=[CH:3][CH:2]=1, predict the reactants needed to synthesize it. The reactants are: [CH-:1]1[CH:5]=[CH:4][CH:3]=[CH:2]1.[Na+].[CH3:7][Si:8]([CH3:15])([CH3:14])[O:9][CH2:10][CH2:11][CH2:12]Br.[Cl-].[NH4+]. (2) Given the product [NH2:1][C:2]1[N:11]=[C:10]([OH:12])[C:9]2[C:8]([C:14]([O:17][CH3:19])=[O:16])=[CH:7][CH:6]=[CH:5][C:4]=2[N:3]=1, predict the reactants needed to synthesize it. The reactants are: [NH2:1][C:2]1[N:11]=[C:10]([OH:12])[C:9]2[C:4](=[CH:5][CH:6]=[CH:7][C:8]=2Br)[N:3]=1.[C:14]([O-:17])(=[O:16])C.[K+].[CH3:19]O. (3) The reactants are: [Cl:1][C:2]1[N:3]([CH2:10][CH2:11][C@@H:12]2[CH2:16][O:15]C(C)(C)[O:13]2)[CH:4]=[C:5]([N+:7]([O-:9])=[O:8])[N:6]=1.C(O)C.Cl. Given the product [Cl:1][C:2]1[N:3]([CH2:10][CH2:11][C@@H:12]([OH:13])[CH2:16][OH:15])[CH:4]=[C:5]([N+:7]([O-:9])=[O:8])[N:6]=1, predict the reactants needed to synthesize it. (4) Given the product [NH2:1][C:2]1[C:7]([C:8]#[N:9])=[C:6]([N:10]2[CH2:15][CH2:14][CH:13]([C:16]3[N:17]([CH2:32][CH2:33][NH:34][CH:39]([CH3:41])[CH3:40])[CH:18]=[C:19]([C:21]4[CH:26]=[CH:25][C:24]([F:27])=[C:23]([C:28]([F:29])([F:30])[F:31])[CH:22]=4)[N:20]=3)[CH2:12][CH2:11]2)[N:5]=[CH:4][N:3]=1, predict the reactants needed to synthesize it. The reactants are: [NH2:1][C:2]1[C:7]([C:8]#[N:9])=[C:6]([N:10]2[CH2:15][CH2:14][CH:13]([C:16]3[N:17]([CH2:32][CH2:33][NH:34]CC4CC4)[CH:18]=[C:19]([C:21]4[CH:26]=[CH:25][C:24]([F:27])=[C:23]([C:28]([F:31])([F:30])[F:29])[CH:22]=4)[N:20]=3)[CH2:12][CH2:11]2)[N:5]=[CH:4][N:3]=1.[CH:39](N)([CH3:41])[CH3:40].